Dataset: Forward reaction prediction with 1.9M reactions from USPTO patents (1976-2016). Task: Predict the product of the given reaction. (1) Given the reactants [C:1]([O:5][C:6]([N:8]1[CH2:13][CH2:12][N:11]([C:14]2[N:19]=[C:18]([C:20]3[CH:25]=[CH:24][N:23]=[C:22]([NH:26][CH:27]4[CH2:32][CH2:31][CH2:30][CH2:29][CH2:28]4)[CH:21]=3)[CH:17]=[C:16]([C:33]#[N:34])[CH:15]=2)[CH2:10][CH2:9]1)=[O:7])([CH3:4])([CH3:3])[CH3:2].[N-:35]=[N+:36]=[N-:37].[Na+].[NH4+].[Cl-], predict the reaction product. The product is: [C:1]([O:5][C:6]([N:8]1[CH2:13][CH2:12][N:11]([C:14]2[N:19]=[C:18]([C:20]3[CH:25]=[CH:24][N:23]=[C:22]([NH:26][CH:27]4[CH2:28][CH2:29][CH2:30][CH2:31][CH2:32]4)[CH:21]=3)[CH:17]=[C:16]([C:33]3[NH:37][N:36]=[N:35][N:34]=3)[CH:15]=2)[CH2:10][CH2:9]1)=[O:7])([CH3:4])([CH3:2])[CH3:3]. (2) The product is: [O:27]=[C:23]1[C:24]2[C:20](=[CH:19][C:18]([C:2]3[CH:9]=[CH:8][C:5]([CH:6]=[O:7])=[CH:4][CH:3]=3)=[CH:26][CH:25]=2)[CH2:21][NH:22]1. Given the reactants Br[C:2]1[CH:9]=[CH:8][C:5]([CH:6]=[O:7])=[CH:4][CH:3]=1.CC1(C)C(C)(C)OB([C:18]2[CH:19]=[C:20]3[C:24](=[CH:25][CH:26]=2)[C:23](=[O:27])[NH:22][CH2:21]3)O1, predict the reaction product. (3) Given the reactants [F:1][CH:2]([F:23])[O:3][C:4]1[C:5]([OH:22])=[C:6]([C:12]2[CH:20]=[CH:19][CH:18]=[C:17]3[C:13]=2[CH2:14][CH2:15][C:16]3=[O:21])[CH:7]=[CH:8][C:9]=1[O:10][CH3:11].C(=O)([O-])[O-].[K+].[K+].Br[CH2:31][C:32]1[CH:37]=[CH:36][C:35]([S:38]([CH3:41])(=[O:40])=[O:39])=[CH:34][CH:33]=1, predict the reaction product. The product is: [F:1][CH:2]([F:23])[O:3][C:4]1[C:5]([O:22][CH2:31][C:32]2[CH:33]=[CH:34][C:35]([S:38]([CH3:41])(=[O:40])=[O:39])=[CH:36][CH:37]=2)=[C:6]([C:12]2[CH:20]=[CH:19][CH:18]=[C:17]3[C:13]=2[CH2:14][CH2:15][C:16]3=[O:21])[CH:7]=[CH:8][C:9]=1[O:10][CH3:11]. (4) Given the reactants Cl.[C:2]([C:4]1[C:5](O)=[C:6]([C:10]2[N:20]=[CH:19][CH:18]=[CH:17][C:11]=2[C:12]([O:14][CH2:15][CH3:16])=[O:13])[CH:7]=[CH:8][CH:9]=1)#[N:3].CS([O:26][CH2:27][CH2:28][CH2:29][CH2:30][C:31]1[CH:36]=[CH:35][C:34]([O:37][CH3:38])=[CH:33][CH:32]=1)(=O)=O.C(=O)([O-])[O-].[K+].[K+], predict the reaction product. The product is: [C:2]([C:4]1[CH:5]=[C:6]([C:10]2[N:20]=[CH:19][CH:18]=[CH:17][C:11]=2[C:12]([O:14][CH2:15][CH3:16])=[O:13])[CH:7]=[CH:8][C:9]=1[O:26][CH2:27][CH2:28][CH2:29][CH2:30][C:31]1[CH:32]=[CH:33][C:34]([O:37][CH3:38])=[CH:35][CH:36]=1)#[N:3]. (5) Given the reactants [CH2:1]([S:3][C:4]1[CH:9]=[CH:8][CH:7]=[CH:6][C:5]=1[C:10]1[NH:19][C:18](=O)[C:17]2[C:12](=[CH:13][C:14]([C:21]([F:24])([F:23])[F:22])=[CH:15][CH:16]=2)[N:11]=1)[CH3:2].P(Cl)(Cl)([Cl:27])=O.C(N(CC)C(C)C)(C)C.C(=O)(O)[O-].[Na+], predict the reaction product. The product is: [Cl:27][C:18]1[C:17]2[C:12](=[CH:13][C:14]([C:21]([F:24])([F:23])[F:22])=[CH:15][CH:16]=2)[N:11]=[C:10]([C:5]2[CH:6]=[CH:7][CH:8]=[CH:9][C:4]=2[S:3][CH2:1][CH3:2])[N:19]=1. (6) Given the reactants [N:1]1[N:2]=[CH:3][N:4]([C:6]2[CH:11]=[CH:10][C:9]([CH2:12][CH2:13][NH:14]C(=O)OC(C)(C)C)=[CH:8][CH:7]=2)[CH:5]=1.Cl, predict the reaction product. The product is: [N:1]1[N:2]=[CH:3][N:4]([C:6]2[CH:7]=[CH:8][C:9]([CH2:12][CH2:13][NH2:14])=[CH:10][CH:11]=2)[CH:5]=1. (7) Given the reactants [NH:1]1[CH2:6][CH2:5][CH:4]([C:7]2[C:15]3[C:10](=[CH:11][CH:12]=[CH:13][CH:14]=3)[N:9]([CH2:16][CH2:17][C:18]3[CH:22]=[CH:21][S:20][CH:19]=3)[CH:8]=2)[CH2:3][CH2:2]1.C([O:25][C:26](=[O:37])[C:27]1[CH:32]=[C:31]([CH2:33]Br)[CH:30]=[CH:29][C:28]=1[O:35][CH3:36])C, predict the reaction product. The product is: [CH3:36][O:35][C:28]1[CH:29]=[CH:30][C:31]([CH2:33][N:1]2[CH2:6][CH2:5][CH:4]([C:7]3[C:15]4[C:10](=[CH:11][CH:12]=[CH:13][CH:14]=4)[N:9]([CH2:16][CH2:17][C:18]4[CH:22]=[CH:21][S:20][CH:19]=4)[CH:8]=3)[CH2:3][CH2:2]2)=[CH:32][C:27]=1[C:26]([OH:37])=[O:25].